From a dataset of Forward reaction prediction with 1.9M reactions from USPTO patents (1976-2016). Predict the product of the given reaction. (1) Given the reactants [C:1]1([N:7]2[C:11]3[CH:12]=[C:13]([OH:16])[CH:14]=[CH:15][C:10]=3[N:9]=[C:8]2[C:17]2[CH:22]=[CH:21][CH:20]=[CH:19][CH:18]=2)[CH:6]=[CH:5][CH:4]=[CH:3][CH:2]=1, predict the reaction product. The product is: [C:1]1([N:7]2[C:11]3[CH:12]=[C:13]([O:16][CH2:11][CH2:12][CH2:13][OH:16])[CH:14]=[CH:15][C:10]=3[N:9]=[C:8]2[C:17]2[CH:18]=[CH:19][CH:20]=[CH:21][CH:22]=2)[CH:6]=[CH:5][CH:4]=[CH:3][CH:2]=1. (2) Given the reactants [CH3:1][C@:2]1([NH:19][C:20](=[O:26])[O:21][C:22]([CH3:25])([CH3:24])[CH3:23])[CH2:6][CH2:5][C@@H:4]([CH2:7][C:8]2N=C(C(F)(F)F)[O:10][N:9]=2)[C:3]1([CH3:18])[CH3:17].CC1C=CC(S(O)(=O)=O)=CC=1.[C:38](#[N:42])[CH:39]([CH3:41])[CH3:40], predict the reaction product. The product is: [CH:39]([C:38]1[O:10][N:9]=[C:8]([CH2:7][C@@H:4]2[CH2:5][CH2:6][C@@:2]([NH:19][C:20](=[O:26])[O:21][C:22]([CH3:25])([CH3:24])[CH3:23])([CH3:1])[C:3]2([CH3:18])[CH3:17])[N:42]=1)([CH3:41])[CH3:40]. (3) The product is: [CH3:1][O:2][C:5]1[CH:12]=[CH:11][C:8]([C:9]#[N:10])=[C:7]([CH3:13])[N:6]=1. Given the reactants [CH3:1][O-:2].[Na+].Cl[C:5]1[CH:12]=[CH:11][C:8]([C:9]#[N:10])=[C:7]([CH3:13])[N:6]=1, predict the reaction product. (4) Given the reactants [CH:1]([C:5]1[C:19]([O:20][CH3:21])=[CH:18][CH:17]=[CH:16][C:6]=1[O:7][C:8]1[CH:15]=[CH:14][C:11]([C:12]#[N:13])=[CH:10][CH:9]=1)([CH2:3][CH3:4])[CH3:2].[Br:22]N1C(=O)CCC1=O.[O-][Si]([O-])=O.[Mg+2], predict the reaction product. The product is: [Br:22][C:16]1[C:6]([O:7][C:8]2[CH:15]=[CH:14][C:11]([C:12]#[N:13])=[CH:10][CH:9]=2)=[C:5]([CH:1]([CH2:3][CH3:4])[CH3:2])[C:19]([O:20][CH3:21])=[CH:18][CH:17]=1. (5) Given the reactants [CH3:1][C:2]1[CH:7]=[C:6]([C:8]#[C:9][CH3:10])[CH:5]=[C:4]([CH3:11])[C:3]=1[C:12]1[C:13](=[O:26])[CH2:14][CH:15]([C:20]2[CH:25]=[CH:24][CH:23]=[CH:22][N:21]=2)[CH2:16][C:17]=1[O:18]C.[ClH:27], predict the reaction product. The product is: [ClH:27].[CH3:1][C:2]1[CH:7]=[C:6]([C:8]#[C:9][CH3:10])[CH:5]=[C:4]([CH3:11])[C:3]=1[CH:12]1[C:17](=[O:18])[CH2:16][CH:15]([C:20]2[CH:25]=[CH:24][CH:23]=[CH:22][N:21]=2)[CH2:14][C:13]1=[O:26]. (6) Given the reactants Cl(O)(=O)(=O)=O.[Cl:6][C:7]1[CH:12]=[CH:11][C:10]([C:13]2[C:22]3[C:17](=[CH:18][C:19]([O:23][S:24]([C:27]([F:30])([F:29])[F:28])(=[O:26])=[O:25])=[CH:20][CH:21]=3)[CH:16]=[C:15]([CH3:31])[C:14]=2[C@H:32]([OH:38])[C:33]([O:35][CH2:36][CH3:37])=[O:34])=[CH:9][CH:8]=1.C([O-])(O)=O.[Na+], predict the reaction product. The product is: [C:10]([O:38][C@@H:32]([C:14]1[C:15]([CH3:31])=[CH:16][C:17]2[C:22](=[CH:21][CH:20]=[C:19]([O:23][S:24]([C:27]([F:30])([F:29])[F:28])(=[O:26])=[O:25])[CH:18]=2)[C:13]=1[C:10]1[CH:9]=[CH:8][C:7]([Cl:6])=[CH:12][CH:11]=1)[C:33]([O:35][CH2:36][CH3:37])=[O:34])([CH3:13])([CH3:11])[CH3:9]. (7) Given the reactants [NH2:1][NH:2][C:3](=[NH:14])[C:4]1[C:9]([C:10]([F:13])([F:12])[F:11])=[CH:8][CH:7]=[N:6][CH:5]=1.[Cl:15][C:16]1[CH:23]=[CH:22][CH:21]=[C:20]([Cl:24])[C:17]=1[CH:18]=O, predict the reaction product. The product is: [Cl:15][C:16]1[CH:23]=[CH:22][CH:21]=[C:20]([Cl:24])[C:17]=1[C:18]1[NH:1][N:2]=[C:3]([C:4]2[CH:5]=[N:6][CH:7]=[CH:8][C:9]=2[C:10]([F:11])([F:12])[F:13])[N:14]=1.